From a dataset of Full USPTO retrosynthesis dataset with 1.9M reactions from patents (1976-2016). Predict the reactants needed to synthesize the given product. (1) The reactants are: [N+:1]([C:4]1[CH:13]=[CH:12][CH:11]=[C:10]2[C:5]=1[CH:6]=[CH:7][CH:8]=[N:9]2)([O-])=O.[C:14](O)(=[O:16])[CH3:15]. Given the product [NH:9]1[C:10]2[C:5](=[C:4]([NH:1][C:14](=[O:16])[CH3:15])[CH:13]=[CH:12][CH:11]=2)[CH2:6][CH2:7][CH2:8]1, predict the reactants needed to synthesize it. (2) Given the product [CH2:38]([O:37][C:36]([O:35][C:3]1([CH2:1][CH3:2])[C:8]2[CH:9]=[C:10]3[N:18]([C:19](=[O:20])[C:7]=2[CH2:6][O:5][C:4]1=[O:34])[CH2:17][C:16]1[C:15]([CH2:21][CH2:22][Si:23]([CH3:25])([CH3:24])[CH2:26][CH2:27][CH2:28][O:29][C:52](=[O:54])[CH3:53])=[C:14]2[CH:30]=[CH:31][CH:32]=[CH:33][C:13]2=[N:12][C:11]3=1)=[O:45])[C:39]1[CH:40]=[CH:41][CH:42]=[CH:43][CH:44]=1, predict the reactants needed to synthesize it. The reactants are: [CH2:1]([C:3]1([O:35][C:36](=[O:45])[O:37][CH2:38][C:39]2[CH:44]=[CH:43][CH:42]=[CH:41][CH:40]=2)[C:8]2[CH:9]=[C:10]3[N:18]([C:19](=[O:20])[C:7]=2[CH2:6][O:5][C:4]1=[O:34])[CH2:17][C:16]1[C:15]([CH2:21][CH2:22][Si:23]([CH2:26][CH2:27][CH2:28][OH:29])([CH3:25])[CH3:24])=[C:14]2[CH:30]=[CH:31][CH:32]=[CH:33][C:13]2=[N:12][C:11]3=1)[CH3:2].N1C=CC=CC=1.[C:52](OC(=O)C)(=[O:54])[CH3:53]. (3) Given the product [Cl:14][C:15]1[CH:22]=[CH:21][CH:20]=[CH:19][C:16]=1[CH:17]([N:7]1[CH2:8][CH2:9][C:10]2[S:2][CH:3]=[CH:4][C:5]=2[CH2:6]1)[C:11]#[N:12], predict the reactants needed to synthesize it. The reactants are: Cl.[S:2]1[C:10]2[CH2:9][CH2:8][NH:7][CH2:6][C:5]=2[CH:4]=[CH:3]1.[C-:11]#[N:12].[Na+].[Cl:14][C:15]1[CH:22]=[CH:21][CH:20]=[CH:19][C:16]=1[CH:17]=O.S(S([O-])=O)([O-])(=O)=O.[Na+].[Na+]. (4) Given the product [C:33]([NH:32][CH2:31][CH2:30][NH:29][C:5]([C:4]1[CH:8]=[CH:9][C:10]([N:11]([CH3:28])[C:12]([C:14]2[S:27][C:17]3[C:18]4[CH:26]=[CH:25][CH:24]=[CH:23][C:19]=4[O:20][CH2:21][CH2:22][C:16]=3[CH:15]=2)=[O:13])=[C:2]([Cl:1])[CH:3]=1)=[O:7])(=[O:35])[CH3:34], predict the reactants needed to synthesize it. The reactants are: [Cl:1][C:2]1[CH:3]=[C:4]([CH:8]=[CH:9][C:10]=1[N:11]([CH3:28])[C:12]([C:14]1[S:27][C:17]2[C:18]3[CH:26]=[CH:25][CH:24]=[CH:23][C:19]=3[O:20][CH2:21][CH2:22][C:16]=2[CH:15]=1)=[O:13])[C:5]([OH:7])=O.[NH2:29][CH2:30][CH2:31][NH:32][C:33](=[O:35])[CH3:34]. (5) Given the product [CH3:15][C:10]1[C:9]([C:5]2[CH:4]=[C:3]([C:16]([C:18]3[CH:23]=[CH:22][CH:21]=[CH:20][N:19]=3)([C:24]3[CH:29]=[CH:28][CH:27]=[CH:26][N:25]=3)[OH:17])[C:2]3[N:1]=[C:31]([CH3:32])[NH:8][C:7]=3[CH:6]=2)=[C:13]([CH3:14])[O:12][N:11]=1, predict the reactants needed to synthesize it. The reactants are: [NH2:1][C:2]1[C:7]([NH2:8])=[CH:6][C:5]([C:9]2[C:10]([CH3:15])=[N:11][O:12][C:13]=2[CH3:14])=[CH:4][C:3]=1[C:16]([C:24]1[CH:29]=[CH:28][CH:27]=[CH:26][N:25]=1)([C:18]1[CH:23]=[CH:22][CH:21]=[CH:20][N:19]=1)[OH:17].Cl.[C:31](=N)(OCC)[CH3:32]. (6) Given the product [CH2:33]([N:12]([CH2:13][C:14]1[CH:19]=[CH:18][C:17]([C:20]#[C:21][C:22]2[CH:23]=[CH:24][C:25]([CH2:28][CH2:29][CH3:30])=[CH:26][CH:27]=2)=[CH:16][CH:15]=1)[C:10]1[CH:9]=[CH:8][C:6]2[O:7][C:2]([CH3:1])([CH3:32])[O:3][C:4](=[O:31])[C:5]=2[CH:11]=1)[CH2:34][CH2:35][CH2:36][CH2:37][CH3:38], predict the reactants needed to synthesize it. The reactants are: [CH3:1][C:2]1([CH3:32])[O:7][C:6]2[CH:8]=[CH:9][C:10]([NH:12][CH2:13][C:14]3[CH:19]=[CH:18][C:17]([C:20]#[C:21][C:22]4[CH:27]=[CH:26][C:25]([CH2:28][CH2:29][CH3:30])=[CH:24][CH:23]=4)=[CH:16][CH:15]=3)=[CH:11][C:5]=2[C:4](=[O:31])[O:3]1.[CH:33](=O)[CH2:34][CH2:35][CH2:36][CH2:37][CH3:38]. (7) Given the product [F:1][C:2]1[CH:3]=[C:4]2[C:9](=[CH:10][CH:11]=1)[N:8]([C:12]1[C:13]([O:26][S:34]([C:37]([F:40])([F:39])[F:38])(=[O:35])=[O:33])=[N:14][C:15]3[C:20]([N:21]=1)=[CH:19][C:18]([C:22]([O:24][CH3:25])=[O:23])=[CH:17][CH:16]=3)[CH2:7][CH2:6][CH2:5]2, predict the reactants needed to synthesize it. The reactants are: [F:1][C:2]1[CH:3]=[C:4]2[C:9](=[CH:10][CH:11]=1)[N:8]([C:12]1[C:13](=[O:26])[NH:14][C:15]3[C:20]([N:21]=1)=[CH:19][C:18]([C:22]([O:24][CH3:25])=[O:23])=[CH:17][CH:16]=3)[CH2:7][CH2:6][CH2:5]2.N1C=CC=CC=1.[O:33](S(C(F)(F)F)(=O)=O)[S:34]([C:37]([F:40])([F:39])[F:38])(=O)=[O:35].